This data is from Full USPTO retrosynthesis dataset with 1.9M reactions from patents (1976-2016). The task is: Predict the reactants needed to synthesize the given product. (1) Given the product [ClH:38].[CH3:1][S:2]([C:5]1[CH:10]=[CH:9][C:8]([C:11]2[CH2:16][CH2:15][CH:14]([O:17][CH2:18][CH:19]3[CH2:20][CH2:21][NH:22][CH2:23][CH2:24]3)[CH2:13][CH:12]=2)=[CH:7][CH:6]=1)(=[O:4])=[O:3], predict the reactants needed to synthesize it. The reactants are: [CH3:1][S:2]([C:5]1[CH:10]=[CH:9][C:8]([C:11]2[CH2:16][CH2:15][CH:14]([O:17][CH2:18][CH:19]3[CH2:24][CH2:23][N:22](C(OC(C)(C)C)=O)[CH2:21][CH2:20]3)[CH2:13][CH:12]=2)=[CH:7][CH:6]=1)(=[O:4])=[O:3].O1CCOCC1.[ClH:38]. (2) Given the product [CH:39]1([S:42]([N:23]2[CH2:22][C:21]([CH2:25][C:26]#[N:27])([N:19]3[CH:20]=[C:16]([C:15]4[C:10]5[CH:9]=[CH:8][N:7]([CH2:6][O:5][CH2:4][CH2:3][Si:2]([CH3:28])([CH3:1])[CH3:29])[C:11]=5[N:12]=[CH:13][N:14]=4)[CH:17]=[N:18]3)[CH2:24]2)(=[O:44])=[O:43])[CH2:41][CH2:40]1, predict the reactants needed to synthesize it. The reactants are: [CH3:1][Si:2]([CH3:29])([CH3:28])[CH2:3][CH2:4][O:5][CH2:6][N:7]1[C:11]2[N:12]=[CH:13][N:14]=[C:15]([C:16]3[CH:17]=[N:18][N:19]([C:21]4([CH2:25][C:26]#[N:27])[CH2:24][NH:23][CH2:22]4)[CH:20]=3)[C:10]=2[CH:9]=[CH:8]1.C(N(CC)C(C)C)(C)C.[CH:39]1([S:42](Cl)(=[O:44])=[O:43])[CH2:41][CH2:40]1. (3) The reactants are: C(OC([NH:8][C@H:9]([CH2:16][C:17]1[CH:22]=[CH:21][C:20]([C:23]2[CH:28]=[CH:27][CH:26]=[C:25]([Cl:29])[CH:24]=2)=[CH:19][CH:18]=1)[CH2:10][C:11]([O:13][CH2:14][CH3:15])=[O:12])=O)(C)(C)C.Cl.O1CCOCC1. Given the product [ClH:29].[NH2:8][C@H:9]([CH2:16][C:17]1[CH:22]=[CH:21][C:20]([C:23]2[CH:28]=[CH:27][CH:26]=[C:25]([Cl:29])[CH:24]=2)=[CH:19][CH:18]=1)[CH2:10][C:11]([O:13][CH2:14][CH3:15])=[O:12], predict the reactants needed to synthesize it. (4) The reactants are: [NH2:1][C:2]1[N:6]([C:7]2[CH:12]=[CH:11][CH:10]=[CH:9][CH:8]=2)[NH:5][C:4](=[O:13])[C:3]=1[CH3:14].Cl[C:16]1[CH:21]=[N:20][CH:19]=[CH:18][N:17]=1.C([Cu])#N.C(=O)([O-])[O-].[Cs+].[Cs+].C(N)CN. Given the product [CH3:14][C:3]1[C:4]([O:13][C:16]2[CH:21]=[N:20][CH:19]=[CH:18][N:17]=2)=[N:5][N:6]([C:7]2[CH:12]=[CH:11][CH:10]=[CH:9][CH:8]=2)[C:2]=1[NH2:1], predict the reactants needed to synthesize it.